This data is from Full USPTO retrosynthesis dataset with 1.9M reactions from patents (1976-2016). The task is: Predict the reactants needed to synthesize the given product. Given the product [OH:31][C:28]1([CH2:32][CH2:33][N:34]2[CH2:39][CH2:38][C@H:37]([OH:40])[C@@H:36]([CH3:41])[CH2:35]2)[CH2:29][CH2:30][CH:25]([NH:24][C:21]([C:15]2[NH:16][C:17]3[C:13]([CH:14]=2)=[C:12]([O:11][CH2:10][CH2:9][C:4]2[CH:5]=[CH:6][CH:7]=[CH:8][C:3]=2[O:2][CH3:1])[CH:20]=[CH:19][CH:18]=3)=[O:23])[CH2:26][CH2:27]1, predict the reactants needed to synthesize it. The reactants are: [CH3:1][O:2][C:3]1[CH:8]=[CH:7][CH:6]=[CH:5][C:4]=1[CH2:9][CH2:10][O:11][C:12]1[CH:20]=[CH:19][CH:18]=[C:17]2[C:13]=1[CH:14]=[C:15]([C:21]([OH:23])=O)[NH:16]2.[NH2:24][CH:25]1[CH2:30][CH2:29][C:28]([CH2:32][CH2:33][N:34]2[CH2:39][CH2:38][C@H:37]([OH:40])[C@@H:36]([CH3:41])[CH2:35]2)([OH:31])[CH2:27][CH2:26]1.